Dataset: Catalyst prediction with 721,799 reactions and 888 catalyst types from USPTO. Task: Predict which catalyst facilitates the given reaction. Reactant: [Cl:1][C:2]1[N:3]=[C:4](Cl)[C:5]2[O:10][CH:9]=[CH:8][C:6]=2[N:7]=1.[N+:12]([C:15]1[CH:16]=[C:17]([OH:21])[CH:18]=[CH:19][CH:20]=1)([O-:14])=[O:13].C(N(C(C)C)CC)(C)C. Product: [Cl:1][C:2]1[N:3]=[C:4]([O:21][C:17]2[CH:18]=[CH:19][CH:20]=[C:15]([N+:12]([O-:14])=[O:13])[CH:16]=2)[C:5]2[O:10][CH:9]=[CH:8][C:6]=2[N:7]=1. The catalyst class is: 5.